The task is: Regression/Classification. Given a drug SMILES string, predict its absorption, distribution, metabolism, or excretion properties. Task type varies by dataset: regression for continuous measurements (e.g., permeability, clearance, half-life) or binary classification for categorical outcomes (e.g., BBB penetration, CYP inhibition). For this dataset (lipophilicity_astrazeneca), we predict Y.. This data is from Experimental lipophilicity measurements (octanol/water distribution) for 4,200 compounds from AstraZeneca. (1) The molecule is CC(C)C(NC(=O)Cn1c(-c2ccccc2)ccc(NS(C)(=O)=O)c1=O)C(=O)C(F)(F)F. The Y is 1.77 logD. (2) The compound is Cc1cc2n[nH]c(=O)n2c2cc(-c3cccnc3)ccc12. The Y is 2.72 logD. (3) The molecule is COc1cc(N2CCN(C(C)=O)CC2)ccc1Nc1ncc(Cl)c(-c2cnc3c(CO)cccn23)n1. The Y is 3.10 logD. (4) The compound is Cn1c(C#N)ccc1-c1cc(F)c2c(c1)C(C)(C)C(=O)N2. The Y is 3.21 logD. (5) The drug is Cc1ccc(C(=O)Nc2ccon2)cc1NC(=O)c1cnn(-c2ccccc2F)c1N. The Y is 2.60 logD. (6) The drug is COc1cc2ncnc(Nc3cccc(Cl)c3F)c2cc1CN1C[C@H](OC)C[C@@H]1C(N)=O. The Y is 3.09 logD. (7) The drug is Cc1ncc(CO)c(CO)c1O. The Y is -0.580 logD. (8) The molecule is O=C(O)CCc1ccc(OCc2cccc(Oc3ccccc3)c2)cc1. The Y is 2.47 logD. (9) The drug is C#CC(C)(C)NC(=O)c1sccc1Oc1ccc(F)cc1[N+](=O)[O-]. The Y is 3.00 logD.